Dataset: Reaction yield outcomes from USPTO patents with 853,638 reactions. Task: Predict the reaction yield, written as a fraction of the theoretical maximum amount of product (1.0 means a 100% yield; for example, 0.34 means a 34% yield). (1) The reactants are [N+:1]([C:4]1[CH:5]=[C:6]([CH:13]=[CH:14][C:15]=1[OH:16])[CH2:7][C@@H:8]([C:10]([OH:12])=[O:11])[NH2:9])([O-:3])=[O:2].[O:17](C(OC(C)(C)C)=O)[C:18]([O:20][C:21]([CH3:24])([CH3:23])[CH3:22])=O. The catalyst is [OH-].[Na+].C(O)(C)(C)C. The product is [C:18]([NH:9][C@H:8]([C:10]([OH:12])=[O:11])[CH2:7][C:6]1[CH:13]=[CH:14][C:15]([OH:16])=[C:4]([N+:1]([O-:3])=[O:2])[CH:5]=1)([O:20][C:21]([CH3:24])([CH3:23])[CH3:22])=[O:17]. The yield is 0.130. (2) The reactants are [N+:1]([C:4]1[CH:5]=[CH:6][C:7]2[NH:12][C:11](=[O:13])[CH2:10][O:9][C:8]=2[CH:14]=1)([O-:3])=[O:2].Cl.Cl[CH2:17][CH2:18][N:19]([CH3:21])[CH3:20].C([O-])([O-])=O.[K+].[K+]. The catalyst is CN(C=O)C.O. The product is [CH3:20][N:19]([CH3:21])[CH2:18][CH2:17][N:12]1[C:11](=[O:13])[CH2:10][O:9][C:8]2[CH:14]=[C:4]([N+:1]([O-:3])=[O:2])[CH:5]=[CH:6][C:7]1=2. The yield is 0.760. (3) The reactants are [H-].[Al+3].[Li+].[H-].[H-].[H-].[CH2:7]([N:11]1[CH:16]=[CH:15][C:14]([CH3:18])([CH3:17])[CH2:13][C:12]1=O)[CH:8]([CH3:10])[CH3:9].O.O.O.O.O.O.O.O.O.O.S([O-])([O-])(=O)=O.[Na+].[Na+].S([O-])([O-])(=O)=O.[Na+].[Na+]. The catalyst is C(OCC)C. The product is [CH2:7]([N:11]1[CH:12]=[CH:13][C:14]([CH3:18])([CH3:17])[CH2:15][CH2:16]1)[CH:8]([CH3:10])[CH3:9]. The yield is 0.950. (4) The reactants are [CH2:1]([O:8][C:9]1[CH:14]=[C:13]([C:15]2[O:16][C:17]([CH3:20])=[CH:18][N:19]=2)[CH:12]=[C:11]([O:21]C)[C:10]=1[C:23]1[S:27][C:26]([N:28]([CH3:39])[CH:29]2[CH2:34][C:33]([CH3:36])([CH3:35])[NH:32][C:31]([CH3:38])([CH3:37])[CH2:30]2)=[N:25][N:24]=1)C1C=CC=CC=1.CCOC(C)=O. The catalyst is [Pd].CO. The product is [CH3:1][O:8][C:9]1[C:10]([C:23]2[S:27][C:26]([N:28]([CH3:39])[CH:29]3[CH2:34][C:33]([CH3:35])([CH3:36])[NH:32][C:31]([CH3:38])([CH3:37])[CH2:30]3)=[N:25][N:24]=2)=[C:11]([OH:21])[CH:12]=[C:13]([C:15]2[O:16][C:17]([CH3:20])=[CH:18][N:19]=2)[CH:14]=1. The yield is 0.390. (5) The reactants are Cl[CH:2]([CH3:16])[C:3]([NH:5][CH:6]1[CH:13]2[CH2:14][CH:9]3[CH2:10][CH:11]([CH2:15][CH:7]1[CH2:8]3)[CH2:12]2)=[O:4].C(=O)([O-])[O-].[Na+].[Na+].[O:23]1[CH:27]=[CH:26][CH:25]=[C:24]1[C:28]([N:30]1[CH2:35][CH2:34][NH:33][CH2:32][CH2:31]1)=[O:29]. The catalyst is CN(C)C=O. The product is [CH:7]12[CH2:15][CH:11]3[CH2:10][CH:9]([CH2:14][CH:13]([CH2:12]3)[CH:6]1[NH:5][C:3](=[O:4])[CH:2]([N:33]1[CH2:34][CH2:35][N:30]([C:28]([C:24]3[O:23][CH:27]=[CH:26][CH:25]=3)=[O:29])[CH2:31][CH2:32]1)[CH3:16])[CH2:8]2. The yield is 0.560. (6) The reactants are CO[C:3](=[O:25])[C:4]1[CH:9]=[CH:8][C:7]([O:10][CH2:11][C:12]2[C:13]([C:18]3[CH:23]=[CH:22][CH:21]=[C:20]([F:24])[CH:19]=3)=[N:14][O:15][C:16]=2[CH3:17])=[N:6][CH:5]=1.[NH2:26][CH:27]1[CH2:32][CH2:31][O:30][CH2:29][CH2:28]1. No catalyst specified. The product is [F:24][C:20]1[CH:19]=[C:18]([C:13]2[C:12]([CH2:11][O:10][C:7]3[CH:8]=[CH:9][C:4]([C:3]([NH:26][CH:27]4[CH2:32][CH2:31][O:30][CH2:29][CH2:28]4)=[O:25])=[CH:5][N:6]=3)=[C:16]([CH3:17])[O:15][N:14]=2)[CH:23]=[CH:22][CH:21]=1. The yield is 0.850.